From a dataset of Full USPTO retrosynthesis dataset with 1.9M reactions from patents (1976-2016). Predict the reactants needed to synthesize the given product. Given the product [Cl:11][C:12]1[C:17]([NH:18][C:19](=[O:24])[C:20]([CH3:21])([CH3:22])[CH3:23])=[CH:16][CH:15]=[C:14]([C:25]2[S:10][C:3]3[CH:4]=[C:5]([O:8][CH3:9])[CH:6]=[CH:7][C:2]=3[N:1]=2)[N:13]=1, predict the reactants needed to synthesize it. The reactants are: [NH2:1][C:2]1[CH:7]=[CH:6][C:5]([O:8][CH3:9])=[CH:4][C:3]=1[SH:10].[Cl:11][C:12]1[C:17]([NH:18][C:19](=[O:24])[C:20]([CH3:23])([CH3:22])[CH3:21])=[CH:16][CH:15]=[C:14]([CH:25]=O)[N:13]=1.C(OCC)(=O)C.